From a dataset of Catalyst prediction with 721,799 reactions and 888 catalyst types from USPTO. Predict which catalyst facilitates the given reaction. (1) Reactant: Br[C:2]([CH3:9])([CH3:8])[C:3]([O:5][CH2:6][CH3:7])=[O:4].C(N(C(C)C)CC)(C)C.[CH:19]1([C:22]2[C:31]3[C:26](=[CH:27][CH:28]=[CH:29][CH:30]=3)[C:25]([N:32]3[C:36]([C:37]([F:40])([F:39])[F:38])=[N:35][N:34]=[C:33]3[SH:41])=[CH:24][CH:23]=2)[CH2:21][CH2:20]1. Product: [CH:19]1([C:22]2[C:31]3[C:26](=[CH:27][CH:28]=[CH:29][CH:30]=3)[C:25]([N:32]3[C:36]([C:37]([F:38])([F:40])[F:39])=[N:35][N:34]=[C:33]3[S:41][C:2]([CH3:9])([CH3:8])[C:3]([O:5][CH2:6][CH3:7])=[O:4])=[CH:24][CH:23]=2)[CH2:20][CH2:21]1. The catalyst class is: 3. (2) Reactant: [C:1]([O:5][C:6]([N:8]1[CH2:13][CH2:12][N:11]([C:14]2[O:15][C:16]3[C:22](Br)=[CH:21][C:20]([Cl:24])=[CH:19][C:17]=3[N:18]=2)[C@@H:10]([CH3:25])[CH2:9]1)=[O:7])([CH3:4])([CH3:3])[CH3:2].C(=O)([O-])[O-].[K+].[K+].[S:32]1[CH:36]=[CH:35][C:34](B(O)O)=[CH:33]1.O. Product: [C:1]([O:5][C:6]([N:8]1[CH2:13][CH2:12][N:11]([C:14]2[O:15][C:16]3[C:22]([C:34]4[CH:35]=[CH:36][S:32][CH:33]=4)=[CH:21][C:20]([Cl:24])=[CH:19][C:17]=3[N:18]=2)[C@@H:10]([CH3:25])[CH2:9]1)=[O:7])([CH3:4])([CH3:3])[CH3:2]. The catalyst class is: 335.